Dataset: Forward reaction prediction with 1.9M reactions from USPTO patents (1976-2016). Task: Predict the product of the given reaction. (1) Given the reactants [Br:1][C:2]1[CH:7]=[C:6](F)[CH:5]=[C:4]([Cl:9])[CH:3]=1.[NH:10]1[CH2:15][CH2:14][O:13][CH2:12][CH2:11]1.C(=O)([O-])[O-].[K+].[K+], predict the reaction product. The product is: [Br:1][C:2]1[CH:7]=[C:6]([N:10]2[CH2:15][CH2:14][O:13][CH2:12][CH2:11]2)[CH:5]=[C:4]([Cl:9])[CH:3]=1. (2) Given the reactants [CH2:1]1[O:6][C:4](=[O:5])[NH:3][CH:2]1[CH2:7][C:8]1[CH:13]=[CH:12][CH:11]=[CH:10][CH:9]=1.[Li]CCCC.[Br:19][CH2:20][C:21](Br)=[O:22].CCOC(C)=O.CCCCCC, predict the reaction product. The product is: [CH2:7]([C@H:2]1[CH2:1][O:6][C:4](=[O:5])[N:3]1[C:21](=[O:22])[CH2:20][Br:19])[C:8]1[CH:9]=[CH:10][CH:11]=[CH:12][CH:13]=1. (3) Given the reactants [CH:1]1([CH:7]([C:9]2[CH:13]=[C:12]([CH:14]3[CH2:19][CH2:18][O:17][CH2:16][CH2:15]3)[S:11][C:10]=2[CH2:20][CH3:21])O)[CH2:6][CH2:5][CH2:4][CH2:3][CH2:2]1.S(Cl)([Cl:24])=O.C(=O)([O-])O.[Na+], predict the reaction product. The product is: [Cl:24][CH:7]([CH:1]1[CH2:6][CH2:5][CH2:4][CH2:3][CH2:2]1)[C:9]1[CH:13]=[C:12]([CH:14]2[CH2:19][CH2:18][O:17][CH2:16][CH2:15]2)[S:11][C:10]=1[CH2:20][CH3:21]. (4) Given the reactants [OH:1][C:2]1[C:19]([NH:20][CH:21]2[CH2:26][CH2:25][O:24][CH2:23][CH2:22]2)=[CH:18][C:5]2[CH2:6][CH2:7][N:8]([C:11]([O:13][C:14]([CH3:17])([CH3:16])[CH3:15])=[O:12])[CH2:9][CH2:10][C:4]=2[CH:3]=1.C(=O)([O-])[O-].[K+].[K+].Br[CH2:34][C:35](OC)=[O:36].O, predict the reaction product. The product is: [O:36]=[C:35]1[CH2:34][O:1][C:2]2[C:19](=[CH:18][C:5]3[CH2:6][CH2:7][N:8]([C:11]([O:13][C:14]([CH3:17])([CH3:16])[CH3:15])=[O:12])[CH2:9][CH2:10][C:4]=3[CH:3]=2)[N:20]1[CH:21]1[CH2:26][CH2:25][O:24][CH2:23][CH2:22]1. (5) Given the reactants [H-].[Na+].[NH:3]1[C:11]2[C:6](=[CH:7][CH:8]=[CH:9][CH:10]=2)[CH:5]=[CH:4]1.CN(C)C=O.[Br:17][CH2:18][CH2:19][CH2:20]Br, predict the reaction product. The product is: [Br:17][CH2:18][CH2:19][CH2:20][N:3]1[C:11]2[C:6](=[CH:7][CH:8]=[CH:9][CH:10]=2)[CH:5]=[CH:4]1. (6) Given the reactants [NH2:1][C@@H:2]1[C@H:6]([NH:7][C:8]2[N:17]=[CH:16][C:15]3[C:10](=[CH:11][CH:12]=[C:13]([C:18]4[C:23]([Cl:24])=[C:22]([O:25][CH3:26])[CH:21]=[C:20]([O:27][CH3:28])[C:19]=4[Cl:29])[CH:14]=3)[N:9]=2)[CH2:5][N:4]([C:30]([O-:32])=[O:31])[CH2:3]1.CCN([CH:39]([CH3:41])[CH3:40])C(C)C.[C:42](Cl)(=[O:45])[CH:43]=[CH2:44].Cl[CH2:48]Cl, predict the reaction product. The product is: [C:42]([NH:1][C@@H:2]1[C@H:6]([NH:7][C:8]2[N:17]=[CH:16][C:15]3[C:10](=[CH:11][CH:12]=[C:13]([C:18]4[C:19]([Cl:29])=[C:20]([O:27][CH3:28])[CH:21]=[C:22]([O:25][CH3:26])[C:23]=4[Cl:24])[CH:14]=3)[N:9]=2)[CH2:5][N:4]([C:30]([O:32][C:39]([CH3:40])([CH3:41])[CH3:48])=[O:31])[CH2:3]1)(=[O:45])[CH:43]=[CH2:44]. (7) The product is: [Cl:1][C:2]1[CH:3]=[C:4]([CH:22]=[CH:23][C:24]=1[Cl:25])[CH2:5][C:6]1[CH:7]=[N:8][C:9]2[N:10]([N:12]=[CH:13][C:14]=2[C:15]([NH:17][CH2:18][CH2:19][S:20]([CH3:21])=[O:26])=[O:16])[CH:11]=1. Given the reactants [Cl:1][C:2]1[CH:3]=[C:4]([CH:22]=[CH:23][C:24]=1[Cl:25])[CH2:5][C:6]1[CH:7]=[N:8][C:9]2[N:10]([N:12]=[CH:13][C:14]=2[C:15]([NH:17][CH2:18][CH2:19][S:20][CH3:21])=[O:16])[CH:11]=1.[OH:26]O, predict the reaction product. (8) Given the reactants [NH2:1][C:2]1[CH:3]=[CH:4][C:5]([N:8]2[CH2:13][CH2:12]N(CC3C=CC=CC=3)[C:10](=O)[CH2:9]2)=[N:6][CH:7]=1.ClC1C=CC([N+]([O-])=O)=CN=1.[CH2:32]([NH:39][S:40]([CH:43]1CCNCC1)(=[O:42])=[O:41])[C:33]1[CH:38]=[CH:37][CH:36]=[CH:35][CH:34]=1, predict the reaction product. The product is: [CH2:32]([NH:39][S:40]([CH:43]1[CH2:10][CH2:9][N:8]([C:5]2[N:6]=[CH:7][C:2]([NH2:1])=[CH:3][CH:4]=2)[CH2:13][CH2:12]1)(=[O:42])=[O:41])[C:33]1[CH:38]=[CH:37][CH:36]=[CH:35][CH:34]=1.